This data is from Catalyst prediction with 721,799 reactions and 888 catalyst types from USPTO. The task is: Predict which catalyst facilitates the given reaction. Reactant: N#N.[F:3][C:4]1[CH:9]=[CH:8][C:7](Br)=[C:6]([CH3:11])[C:5]=1[CH3:12].C([Li])CCC.[B:18](OCC)([O:22]CC)[O:19]CC.Cl. Product: [F:3][C:4]1[CH:9]=[CH:8][C:7]([B:18]([OH:22])[OH:19])=[C:6]([CH3:11])[C:5]=1[CH3:12]. The catalyst class is: 392.